This data is from Human liver microsome stability data. The task is: Regression/Classification. Given a drug SMILES string, predict its absorption, distribution, metabolism, or excretion properties. Task type varies by dataset: regression for continuous measurements (e.g., permeability, clearance, half-life) or binary classification for categorical outcomes (e.g., BBB penetration, CYP inhibition). Dataset: hlm. (1) The molecule is CCOc1cc(NC(=O)C2(NC(=O)c3ccc4c(C5CCCC5)c(-c5ncc(Cl)cn5)n(C)c4c3)CCC2)ccc1C=CC(=O)OCC(C)C. The result is 0 (unstable in human liver microsomes). (2) The compound is COc1ccc(C2=Nc3c(C(C)(C)C)nn(CCO)c3C(=O)NC2)cc1-c1cnc(N(C)C)nc1. The result is 0 (unstable in human liver microsomes). (3) The result is 0 (unstable in human liver microsomes). The compound is CC(C)[C@]1(C(=O)N2C[C@@H]3C[C@H]2CN3C(=O)CCC(F)(F)F)CC[C@@H](NC2CCOCC2)C1. (4) The compound is Cc1noc([C@@H](NC(=O)n2c(=O)n(CCN3CCOCC3)c3ccccc32)C(C)(C)C)n1. The result is 1 (stable in human liver microsomes). (5) The drug is CCOc1cccc2c1S(=O)(=O)N=C2C1=C(O)[C@H](C(C)(C)C)N(CCC(C)(C)C)C1=O. The result is 0 (unstable in human liver microsomes). (6) The compound is Cc1ccnc(NC(c2ccc([N+](=O)[O-])cc2)c2ccc3cccnc3c2O)c1. The result is 1 (stable in human liver microsomes). (7) The result is 0 (unstable in human liver microsomes). The drug is COc1cc(-c2cncc(-c3ccc(OC4CCNCC4)cc3)c2C)cc(OC)c1OC.